This data is from Reaction yield outcomes from USPTO patents with 853,638 reactions. The task is: Predict the reaction yield, written as a fraction of the theoretical maximum amount of product (1.0 means a 100% yield; for example, 0.34 means a 34% yield). (1) The reactants are [CH2:1]([N:3]1[CH:7]=[C:6]([C:8]2[CH:13]=[CH:12][N:11]=[C:10]3[NH:14][CH:15]=[CH:16][C:9]=23)[C:5](C2C=CC(CN)=CC=2)=[N:4]1)[CH3:2].C([N:27]([CH2:30]C)[CH2:28][CH3:29])C.[C:32]1([N:38]=[C:39]=O)[CH:37]=[CH:36][CH:35]=[CH:34][CH:33]=1.[OH2:41].O1[CH2:46][CH2:45][CH2:44][CH2:43]1. No catalyst specified. The product is [CH2:1]([N:3]1[CH:7]=[C:6]([C:8]2[CH:13]=[CH:12][N:11]=[C:10]3[NH:14][CH:15]=[CH:16][C:9]=23)[C:5]([C:35]2[CH:36]=[CH:37][C:32]([N:38]([CH3:39])[C:30]([NH:27][C:28]3[CH:29]=[CH:46][CH:45]=[CH:44][CH:43]=3)=[O:41])=[CH:33][CH:34]=2)=[N:4]1)[CH3:2]. The yield is 0.420. (2) The reactants are [CH2:1]([O:3][C:4](=[O:23])[C:5]([C:12]1[CH:17]=[CH:16][C:15]([S:18]([CH2:21][CH3:22])(=[O:20])=[O:19])=[CH:14][CH:13]=1)=[CH:6][CH:7]1[CH2:11][CH2:10][CH2:9][CH2:8]1)[CH3:2].[H][H]. The catalyst is C(O)C.[Pd]. The product is [CH2:1]([O:3][C:4](=[O:23])[CH:5]([C:12]1[CH:13]=[CH:14][C:15]([S:18]([CH2:21][CH3:22])(=[O:20])=[O:19])=[CH:16][CH:17]=1)[CH2:6][CH:7]1[CH2:8][CH2:9][CH2:10][CH2:11]1)[CH3:2]. The yield is 0.710. (3) The reactants are Cl[Sn]Cl.[F:4][C:5]1[C:10]([O:11][CH2:12][CH2:13][O:14][CH3:15])=[CH:9][N:8]=[C:7]2[NH:16][CH:17]=[C:18]([N+:19]([O-])=O)[C:6]=12.[OH-].[Na+]. The catalyst is Cl. The product is [F:4][C:5]1[C:10]([O:11][CH2:12][CH2:13][O:14][CH3:15])=[CH:9][N:8]=[C:7]2[NH:16][CH:17]=[C:18]([NH2:19])[C:6]=12. The yield is 0.950. (4) The yield is 0.940. The catalyst is CCO. The product is [N:13]1[CH:14]=[CH:15][CH:16]=[CH:17][C:12]=1/[CH:11]=[CH:10]/[C:6]1[CH:5]=[C:4]([NH2:1])[CH:9]=[CH:8][CH:7]=1. The reactants are [N+:1]([C:4]1[CH:5]=[C:6](/[CH:10]=[CH:11]/[C:12]2[CH:17]=[CH:16][CH:15]=[CH:14][N:13]=2)[CH:7]=[CH:8][CH:9]=1)([O-])=O.O.O.[Sn](Cl)Cl. (5) The reactants are C([O:3][P:4]([C:7]1[CH:8]=[N:9][C:10]([NH:13][C:14](=[O:33])[C:15]2[CH:20]=[C:19]([O:21][CH2:22][CH2:23][C:24]3[CH:28]=[CH:27][S:26][CH:25]=3)[CH:18]=[C:17]([O:29][CH:30]([CH3:32])[CH3:31])[CH:16]=2)=[CH:11][CH:12]=1)([CH3:6])=[O:5])C.C[Si](N[Si](C)(C)C)(C)C.C[Si](Br)(C)C.[Si](I)(C)(C)C. The catalyst is C(Cl)Cl. The product is [CH:30]([O:29][C:17]1[CH:16]=[C:15]([CH:20]=[C:19]([O:21][CH2:22][CH2:23][C:24]2[CH:28]=[CH:27][S:26][CH:25]=2)[CH:18]=1)[C:14]([NH:13][C:10]1[N:9]=[CH:8][C:7]([P:4]([CH3:6])(=[O:3])[OH:5])=[CH:12][CH:11]=1)=[O:33])([CH3:32])[CH3:31]. The yield is 0.530.